This data is from Catalyst prediction with 721,799 reactions and 888 catalyst types from USPTO. The task is: Predict which catalyst facilitates the given reaction. Reactant: [Br:1][C:2]1[CH:7]=[CH:6][C:5]([CH2:8][C:9]([OH:11])=O)=[CH:4][CH:3]=1.C1[CH2:16][N:15]([P+](ON2N=NC3C=CC=CC2=3)(N2CCCC2)N2CCCC2)[CH2:14]C1.F[P-](F)(F)(F)(F)F.CNC. Product: [Br:1][C:2]1[CH:7]=[CH:6][C:5]([CH2:8][C:9]([N:15]([CH3:16])[CH3:14])=[O:11])=[CH:4][CH:3]=1. The catalyst class is: 215.